This data is from Full USPTO retrosynthesis dataset with 1.9M reactions from patents (1976-2016). The task is: Predict the reactants needed to synthesize the given product. (1) Given the product [CH:13]1([C:4]2[C:3]([OH:2])=[CH:8][C:7]([N+:9]([O-:11])=[O:10])=[C:6]([C:29]3[CH2:34][CH2:33][N:32]([C:35]([O:37][C:38]([CH3:41])([CH3:40])[CH3:39])=[O:36])[CH2:31][CH:30]=3)[CH:5]=2)[CH2:14][CH2:15][CH2:16][CH2:17]1, predict the reactants needed to synthesize it. The reactants are: C(=O)(OC)[O:2][C:3]1[CH:8]=[C:7]([N+:9]([O-:11])=[O:10])[C:6](Br)=[CH:5][C:4]=1[CH:13]1[CH2:17][CH2:16][CH2:15][CH2:14]1.CC1(C)C(C)(C)OB([C:29]2[CH2:30][CH2:31][N:32]([C:35]([O:37][C:38]([CH3:41])([CH3:40])[CH3:39])=[O:36])[CH2:33][CH:34]=2)O1.C([O-])([O-])=O.[Cs+].[Cs+]. (2) The reactants are: C[O:2][C:3]1[CH:12]=[C:11]2[C:6]([C@H:7]([C:20]3[CH:25]=[CH:24][C:23]([O:26][CH2:27][CH2:28][N:29]4[CH2:34][CH2:33][CH2:32][CH2:31][CH2:30]4)=[CH:22][CH:21]=3)[C@H:8]([C:13]3[CH:18]=[CH:17][C:16]([CH3:19])=[CH:15][CH:14]=3)[CH2:9][O:10]2)=[CH:5][CH:4]=1.Cl.N1C=CC=CC=1. Given the product [OH:2][C:3]1[CH:12]=[C:11]2[C:6]([C@H:7]([C:20]3[CH:25]=[CH:24][C:23]([O:26][CH2:27][CH2:28][N:29]4[CH2:34][CH2:33][CH2:32][CH2:31][CH2:30]4)=[CH:22][CH:21]=3)[C@H:8]([C:13]3[CH:14]=[CH:15][C:16]([CH3:19])=[CH:17][CH:18]=3)[CH2:9][O:10]2)=[CH:5][CH:4]=1, predict the reactants needed to synthesize it. (3) Given the product [C:9]([O:13][C:14]([NH:16][C:17]1([C:24]([O:26][CH3:1])=[O:25])[CH2:22][CH2:21][C:20](=[O:23])[CH2:19][CH2:18]1)=[O:15])([CH3:12])([CH3:10])[CH3:11], predict the reactants needed to synthesize it. The reactants are: [C:1](=O)([O-])[O-].[K+].[K+].CI.[C:9]([O:13][C:14]([NH:16][C:17]1([C:24]([OH:26])=[O:25])[CH2:22][CH2:21][C:20](=[O:23])[CH2:19][CH2:18]1)=[O:15])([CH3:12])([CH3:11])[CH3:10]. (4) Given the product [CH3:2][O:3][C:4](=[O:5])[CH3:6].[CH3:6][C:7]([CH3:9])=[O:8].[CH2:13]([OH:17])[CH3:14].[CH2:13]([OH:17])[CH2:14][CH2:15][CH3:16], predict the reactants needed to synthesize it. The reactants are: C1[O:5][CH2:4][O:3][CH2:2]1.[CH3:6][C:7]([CH2:9]C)=[O:8].CO.[CH2:13]([OH:17])[CH2:14][CH2:15][CH3:16]. (5) Given the product [CH2:8]([O:7][C:5]([C:4]1[CH2:15][CH2:14][C:13]([OH:16])=[N:17][C:3]=1[C:2]([F:12])([F:11])[F:1])=[O:6])[CH3:9], predict the reactants needed to synthesize it. The reactants are: [F:1][C:2]([F:12])([F:11])[C:3](=O)[CH2:4][C:5]([O:7][CH2:8][CH3:9])=[O:6].[C:13]([NH2:17])(=[O:16])[CH:14]=[CH2:15].C1(C)C=CC(S(O)(=O)=O)=CC=1.O. (6) Given the product [Cl:1][C:2]1[CH:11]=[C:10]2[C:5]([C:6]([I:20])=[C:7]([C:13]3[CH:18]=[CH:17][CH:16]=[CH:15][C:14]=3[Cl:19])[N:8]=[CH:9]2)=[CH:4][N:3]=1, predict the reactants needed to synthesize it. The reactants are: [Cl:1][C:2]1[CH:11]=[C:10]2[C:5]([C:6]([I:20])=[C:7]([C:13]3[CH:18]=[CH:17][CH:16]=[CH:15][C:14]=3[Cl:19])[N+:8]([O-])=[CH:9]2)=[CH:4][N:3]=1.P(Cl)(Cl)Cl. (7) Given the product [CH2:1]([O:3][C:4](=[O:39])[CH:5]([C:23]1[N:24]([CH3:38])[C:25]2[C:30]([C:31]=1[S:32][C:33]([CH3:35])([CH3:34])[CH3:36])=[CH:29][C:28]([O:37][CH2:41][C:42]1[CH:47]=[CH:46][C:45]([CH3:48])=[CH:44][N:43]=1)=[CH:27][CH:26]=2)[CH2:6][C:7]1[CH:12]=[CH:11][CH:10]=[C:9]([C:13]2[CH:18]=[CH:17][C:16]([C:19]([F:21])([F:20])[F:22])=[CH:15][N:14]=2)[CH:8]=1)[CH3:2], predict the reactants needed to synthesize it. The reactants are: [CH2:1]([O:3][C:4](=[O:39])[CH:5]([C:23]1[N:24]([CH3:38])[C:25]2[C:30]([C:31]=1[S:32][C:33]([CH3:36])([CH3:35])[CH3:34])=[CH:29][C:28]([OH:37])=[CH:27][CH:26]=2)[CH2:6][C:7]1[CH:12]=[CH:11][CH:10]=[C:9]([C:13]2[CH:18]=[CH:17][C:16]([C:19]([F:22])([F:21])[F:20])=[CH:15][N:14]=2)[CH:8]=1)[CH3:2].Cl[CH2:41][C:42]1[CH:47]=[CH:46][C:45]([CH3:48])=[CH:44][N:43]=1. (8) Given the product [Si:1]([O:8][CH2:9][C:10]1[S:14][CH:13]=[C:12]([C:15](=[N:17][OH:18])[NH2:16])[CH:11]=1)([C:4]([CH3:7])([CH3:6])[CH3:5])([CH3:3])[CH3:2], predict the reactants needed to synthesize it. The reactants are: [Si:1]([O:8][CH2:9][C:10]1[S:14][CH:13]=[C:12]([C:15]#[N:16])[CH:11]=1)([C:4]([CH3:7])([CH3:6])[CH3:5])([CH3:3])[CH3:2].[NH2:17][OH:18]. (9) Given the product [Cl:1][C:2]1[CH:3]=[C:4]([C:48]2[CH:49]=[CH:50][C:45]([S:42]([CH3:41])(=[O:44])=[O:43])=[CH:46][CH:47]=2)[CH:5]=[C:6]([Cl:32])[C:7]=1[CH2:8][C@@H:9]1[CH2:13][CH2:12][N:11]([N:14]2[CH2:19][CH2:18][CH:17]([O:20][Si:21]([CH:25]([CH3:26])[CH3:27])([CH:28]([CH3:30])[CH3:29])[CH:22]([CH3:24])[CH3:23])[CH2:16][CH2:15]2)[C:10]1=[O:31], predict the reactants needed to synthesize it. The reactants are: [Cl:1][C:2]1[CH:3]=[C:4](OS(C(F)(F)F)(=O)=O)[CH:5]=[C:6]([Cl:32])[C:7]=1[CH2:8][C@@H:9]1[CH2:13][CH2:12][N:11]([N:14]2[CH2:19][CH2:18][CH:17]([O:20][Si:21]([CH:28]([CH3:30])[CH3:29])([CH:25]([CH3:27])[CH3:26])[CH:22]([CH3:24])[CH3:23])[CH2:16][CH2:15]2)[C:10]1=[O:31].[CH3:41][S:42]([C:45]1[CH:50]=[CH:49][C:48](B(O)O)=[CH:47][CH:46]=1)(=[O:44])=[O:43].C(=O)([O-])[O-].[Na+].[Na+]. (10) Given the product [Cl:1][C:2]1[C:7]([NH:8][S:9]([N:12]([CH3:14])[CH3:13])(=[O:10])=[O:11])=[CH:6][C:5]([NH:15][C:16]2[C:21]([C:22]3[N:30]=[C:29]([CH3:31])[N:28]=[C:27]4[C:23]=3[N:24]=[CH:25][NH:26]4)=[CH:20][C:19]([CH:38]([N:40]3[CH2:45][CH2:44][O:43][CH2:42][CH2:41]3)[CH3:39])=[CH:18][N:17]=2)=[CH:4][N:3]=1, predict the reactants needed to synthesize it. The reactants are: [Cl:1][C:2]1[C:7]([NH:8][S:9]([N:12]([CH3:14])[CH3:13])(=[O:11])=[O:10])=[CH:6][C:5]([NH:15][C:16]2[C:21]([C:22]3[N:30]=[C:29]([CH3:31])[N:28]=[C:27]4[C:23]=3[N:24]=[CH:25][N:26]4C3CCCCO3)=[CH:20][C:19]([CH:38]([N:40]3[CH2:45][CH2:44][O:43][CH2:42][CH2:41]3)[CH3:39])=[CH:18][N:17]=2)=[CH:4][N:3]=1.Cl.C(O)(=O)CC(CC(O)=O)(C(O)=O)O.[OH-].[Na+].